This data is from Catalyst prediction with 721,799 reactions and 888 catalyst types from USPTO. The task is: Predict which catalyst facilitates the given reaction. Reactant: [C:1]([C:5]1[CH:6]=[C:7]([C:16]2[CH:17]=[C:18]([C:30]3[CH:35]=[CH:34][C:33]([C:36]([O:38][CH2:39][CH3:40])=[O:37])=[CH:32][CH:31]=3)[CH:19]=[CH:20][C:21]=2OS(C(F)(F)F)(=O)=O)[CH:8]=[CH:9][C:10]=1[N:11]([CH2:14][CH3:15])[CH2:12][CH3:13])([CH3:4])([CH3:3])[CH3:2].[Li+].[Cl-].[CH2:43]([Sn](CCCC)(CCCC)CCCC)[CH:44]=C.O. Product: [C:1]([C:5]1[CH:6]=[C:7]([C:16]2[CH:17]=[C:18]([C:30]3[CH:35]=[CH:34][C:33]([C:36]([O:38][CH2:39][CH3:40])=[O:37])=[CH:32][CH:31]=3)[CH:19]=[CH:20][C:21]=2[CH:43]=[CH2:44])[CH:8]=[CH:9][C:10]=1[N:11]([CH2:14][CH3:15])[CH2:12][CH3:13])([CH3:4])([CH3:3])[CH3:2]. The catalyst class is: 558.